From a dataset of Catalyst prediction with 721,799 reactions and 888 catalyst types from USPTO. Predict which catalyst facilitates the given reaction. (1) Reactant: [CH2:1]([C@:3]1([OH:17])[C:9]2[CH:10]=[CH:11][N:12]=[C:13]([O:14]C)[C:8]=2[CH2:7][O:6][C:5](=[O:16])[CH2:4]1)[CH3:2].[I-].[Na+].Cl[Si](C)(C)C.S([O-])([O-])=O.[Na+].[Na+].[Cl-].[Na+].O. Product: [CH2:1]([C@:3]1([OH:17])[C:9]2[CH:10]=[CH:11][NH:12][C:13](=[O:14])[C:8]=2[CH2:7][O:6][C:5](=[O:16])[CH2:4]1)[CH3:2]. The catalyst class is: 192. (2) Reactant: [C:1]1([N:7]=[C:8]=[O:9])[CH:6]=[CH:5][CH:4]=[CH:3][CH:2]=1.[NH2:10][C:11]1[C:19]2[C:14](=[CH:15][C:16]([Cl:26])=[C:17]([C:20]3[CH:25]=[CH:24][CH:23]=[CH:22][CH:21]=3)[CH:18]=2)[N:13]([CH2:27][O:28][CH2:29][CH2:30][Si:31]([CH3:34])([CH3:33])[CH3:32])[N:12]=1. Product: [Cl:26][C:16]1[CH:15]=[C:14]2[C:19]([C:11]([NH:10][C:8]([NH:7][C:1]3[CH:6]=[CH:5][CH:4]=[CH:3][CH:2]=3)=[O:9])=[N:12][N:13]2[CH2:27][O:28][CH2:29][CH2:30][Si:31]([CH3:34])([CH3:33])[CH3:32])=[CH:18][C:17]=1[C:20]1[CH:25]=[CH:24][CH:23]=[CH:22][CH:21]=1. The catalyst class is: 7.